Dataset: Forward reaction prediction with 1.9M reactions from USPTO patents (1976-2016). Task: Predict the product of the given reaction. Given the reactants [CH3:1][C:2]([CH3:34])([CH3:33])[CH2:3][C:4]1[N:9]=[C:8]([CH2:10][O:11][C:12]2[CH:13]=[C:14]([CH2:19][CH2:20][C:21]([OH:23])=[O:22])[CH:15]=[C:16]([CH3:18])[CH:17]=2)[CH:7]=[CH:6][C:5]=1[C:24]1[CH:29]=[C:28]([O:30][CH3:31])[CH:27]=[CH:26][C:25]=1[F:32].C[O-].[Na+:37], predict the reaction product. The product is: [CH3:1][C:2]([CH3:34])([CH3:33])[CH2:3][C:4]1[N:9]=[C:8]([CH2:10][O:11][C:12]2[CH:13]=[C:14]([CH2:19][CH2:20][C:21]([O-:23])=[O:22])[CH:15]=[C:16]([CH3:18])[CH:17]=2)[CH:7]=[CH:6][C:5]=1[C:24]1[CH:29]=[C:28]([O:30][CH3:31])[CH:27]=[CH:26][C:25]=1[F:32].[Na+:37].